This data is from Reaction yield outcomes from USPTO patents with 853,638 reactions. The task is: Predict the reaction yield, written as a fraction of the theoretical maximum amount of product (1.0 means a 100% yield; for example, 0.34 means a 34% yield). (1) The yield is 0.530. The reactants are [CH:1]1([OH:6])[CH2:5][CH2:4][CH2:3][CH2:2]1.[H-].[Na+].[O:9]1[C:13]2([CH2:18][CH2:17][CH:16]([NH:19][C:20]3[N:21]=[CH:22][C:23]4[C:28]([CH:29]=3)=[C:27](F)[CH:26]=[CH:25][C:24]=4[CH3:31])[CH2:15][CH2:14]2)[O:12][CH2:11][CH2:10]1.C1OCCOCCOCCOCCOC1. The product is [CH:1]1([O:6][C:27]2[CH:26]=[CH:25][C:24]([CH3:31])=[C:23]3[C:28]=2[CH:29]=[C:20]([NH:19][CH:16]2[CH2:17][CH2:18][C:13]4([O:12][CH2:11][CH2:10][O:9]4)[CH2:14][CH2:15]2)[N:21]=[CH:22]3)[CH2:5][CH2:4][CH2:3][CH2:2]1. The catalyst is C1COCC1.CS(C)=O. (2) The product is [CH2:1]([C:3]1[CH:4]=[C:5]2[C:10](=[CH:11][CH:12]=1)[N:9]([CH3:13])[CH2:8][CH2:7]/[C:6]/2=[N:22]\[OH:23])[CH3:2]. The catalyst is C(O)C.ClCCl. The yield is 0.980. The reactants are [CH2:1]([C:3]1[CH:4]=[C:5]2[C:10](=[CH:11][CH:12]=1)[N:9]([CH3:13])[CH2:8][CH2:7][C:6]2=O)[CH3:2].N1C=CC=CC=1.Cl.[NH2:22][OH:23].O. (3) The reactants are [F:1][C:2]([C:5]1[CH:9]=[C:8]([NH:10][C:11](=[O:20])OC2C=CC(Cl)=CC=2)[O:7][N:6]=1)([CH3:4])[CH3:3].[CH3:21][O:22][C:23]1[CH:24]=[C:25]2[C:30](=[CH:31][C:32]=1[O:33][CH3:34])[N:29]=[CH:28][N:27]=[C:26]2[O:35][C:36]1[CH:37]=[C:38]([CH:40]=[CH:41][C:42]=1[F:43])[NH2:39]. The catalyst is C1COCC1. The product is [CH3:21][O:22][C:23]1[CH:24]=[C:25]2[C:30](=[CH:31][C:32]=1[O:33][CH3:34])[N:29]=[CH:28][N:27]=[C:26]2[O:35][C:36]1[CH:37]=[C:38]([NH:39][C:11]([NH:10][C:8]2[O:7][N:6]=[C:5]([C:2]([F:1])([CH3:3])[CH3:4])[CH:9]=2)=[O:20])[CH:40]=[CH:41][C:42]=1[F:43]. The yield is 0.640. (4) The reactants are [O:1]1[C:5]2[CH:6]=[CH:7][CH:8]=[CH:9][C:4]=2[CH:3]=[C:2]1[C:10]1[C:18]2[C:13](=[CH:14][CH:15]=[C:16]([C:19]([OH:21])=O)[CH:17]=2)[N:12](C2CCCCO2)[N:11]=1.F[P-](F)(F)(F)(F)F.[N:35]1(OC(N(C)C)=[N+](C)C)[C:39]2C=CC=CC=2N=N1.CN. No catalyst specified. The product is [O:1]1[C:5]2[CH:6]=[CH:7][CH:8]=[CH:9][C:4]=2[CH:3]=[C:2]1[C:10]1[C:18]2[C:13](=[CH:14][CH:15]=[C:16]([C:19]([NH:35][CH3:39])=[O:21])[CH:17]=2)[NH:12][N:11]=1. The yield is 0.0600. (5) The reactants are [C:1]1([C:7]2[CH:12]=[C:11]([C:13]3[CH:18]=[CH:17][CH:16]=[CH:15][CH:14]=3)[N:10]=[C:9]([O:19][CH2:20][CH2:21]CC#N)[CH:8]=2)[CH:6]=[CH:5][CH:4]=[CH:3][CH:2]=1.[C:25]([OH:28])(=[O:27])[CH3:26]. The catalyst is Cl.O. The product is [C:1]1([C:7]2[CH:12]=[C:11]([C:13]3[CH:18]=[CH:17][CH:16]=[CH:15][CH:14]=3)[N:10]=[C:9]([O:19][CH2:20][CH2:21][CH2:26][C:25]([OH:28])=[O:27])[CH:8]=2)[CH:6]=[CH:5][CH:4]=[CH:3][CH:2]=1. The yield is 0.130.